From a dataset of Forward reaction prediction with 1.9M reactions from USPTO patents (1976-2016). Predict the product of the given reaction. (1) Given the reactants CO[C:3](=[O:13])[C:4]1[C:9]([I:10])=[CH:8][CH:7]=[CH:6][C:5]=1[CH2:11]Br.[O:14]([C:21]1[CH:28]=[CH:27][C:24]([CH2:25][NH2:26])=[CH:23][CH:22]=1)[C:15]1[CH:20]=[CH:19][CH:18]=[CH:17][CH:16]=1.C([O-])([O-])=O.[K+].[K+].C(OCC)(=O)C, predict the reaction product. The product is: [I:10][C:9]1[CH:8]=[CH:7][CH:6]=[C:5]2[C:4]=1[C:3](=[O:13])[N:26]([CH2:25][C:24]1[CH:27]=[CH:28][C:21]([O:14][C:15]3[CH:16]=[CH:17][CH:18]=[CH:19][CH:20]=3)=[CH:22][CH:23]=1)[CH2:11]2. (2) Given the reactants [CH2:1]([O:3][C:4]1[CH:11]=[C:10]([N+:12]([O-])=O)[CH:9]=[CH:8][C:5]=1[C:6]#[N:7])[CH3:2].O.O.[Sn](Cl)Cl.C(=O)([O-])O.[Na+], predict the reaction product. The product is: [NH2:12][C:10]1[CH:9]=[CH:8][C:5]([C:6]#[N:7])=[C:4]([O:3][CH2:1][CH3:2])[CH:11]=1. (3) Given the reactants Cl[C:2]1[N:7]=[C:6]([O:8][CH3:9])[N:5]=[C:4]([NH:10][C:11]2[CH:16]=[CH:15][C:14]([N:17]3[CH:21]=[C:20]([CH3:22])[N:19]=[CH:18]3)=[C:13]([O:23][CH3:24])[CH:12]=2)[N:3]=1.[Cl:25][C:26]1[C:31]([OH:32])=[CH:30][CH:29]=[CH:28][N:27]=1, predict the reaction product. The product is: [Cl:25][C:26]1[C:31]([O:32][C:2]2[N:7]=[C:6]([O:8][CH3:9])[N:5]=[C:4]([NH:10][C:11]3[CH:16]=[CH:15][C:14]([N:17]4[CH:21]=[C:20]([CH3:22])[N:19]=[CH:18]4)=[C:13]([O:23][CH3:24])[CH:12]=3)[N:3]=2)=[CH:30][CH:29]=[CH:28][N:27]=1. (4) Given the reactants [CH2:1]([O:8][C:9]([N:11]1[CH2:16][CH2:15][CH:14]([C@@H:17]([NH:20]C(OC(C)(C)C)=O)[CH2:18][CH3:19])[CH2:13][CH:12]1[C:28](=[O:30])[NH2:29])=[O:10])[C:2]1[CH:7]=[CH:6][CH:5]=[CH:4][CH:3]=1.FC(F)(F)C(O)=O, predict the reaction product. The product is: [CH2:1]([O:8][C:9]([N:11]1[CH2:16][CH2:15][CH:14]([C@@H:17]([NH2:20])[CH2:18][CH3:19])[CH2:13][CH:12]1[C:28](=[O:30])[NH2:29])=[O:10])[C:2]1[CH:7]=[CH:6][CH:5]=[CH:4][CH:3]=1. (5) Given the reactants Cl.O[CH2:3][C@H:4]1[CH2:9][CH2:8][CH2:7][CH2:6][C@H:5]1[NH2:10].[CH3:23][C:22]([O:21][C:19](O[C:19]([O:21][C:22]([CH3:25])([CH3:24])[CH3:23])=[O:20])=[O:20])([CH3:25])[CH3:24].[Br:26][C:27]1[CH:32]=[CH:31][C:30]([S:33][S:33][C:30]2[CH:31]=[CH:32][C:27]([Br:26])=[CH:28][CH:29]=2)=[CH:29][CH:28]=1.P(CCCC)(CCCC)CCCC.[OH-].[Na+], predict the reaction product. The product is: [C:22]([O:21][C:19]([NH:10][C@H:5]1[CH2:6][CH2:7][CH2:8][CH2:9][C@H:4]1[CH2:3][S:33][C:30]1[CH:31]=[CH:32][C:27]([Br:26])=[CH:28][CH:29]=1)=[O:20])([CH3:23])([CH3:24])[CH3:25]. (6) Given the reactants [O:1]=[C:2]1[CH:7]=[CH:6][N:5]([C:8]2[CH:13]=[CH:12][CH:11]=[C:10]([C:14]([F:17])([F:16])[F:15])[CH:9]=2)[N:4]=[C:3]1[C:18](OC)=[O:19].CC(C[AlH]CC(C)C)C, predict the reaction product. The product is: [OH:19][CH2:18][C:3]1[C:2](=[O:1])[CH:7]=[CH:6][N:5]([C:8]2[CH:13]=[CH:12][CH:11]=[C:10]([C:14]([F:17])([F:16])[F:15])[CH:9]=2)[N:4]=1. (7) Given the reactants [C:1]1([CH2:7][CH2:8][CH2:9][CH2:10][CH2:11]Br)[CH:6]=[CH:5][CH:4]=[CH:3][CH:2]=1.[OH:13][CH2:14][C:15]1[C:20]([OH:21])=[CH:19][CH:18]=[CH:17][N:16]=1.C(=O)([O-])[O-].[K+].[K+], predict the reaction product. The product is: [C:1]1([CH2:7][CH2:8][CH2:9][CH2:10][CH2:11][O:21][C:20]2[C:15]([CH2:14][OH:13])=[N:16][CH:17]=[CH:18][CH:19]=2)[CH:6]=[CH:5][CH:4]=[CH:3][CH:2]=1.